From a dataset of Experimentally validated miRNA-target interactions with 360,000+ pairs, plus equal number of negative samples. Binary Classification. Given a miRNA mature sequence and a target amino acid sequence, predict their likelihood of interaction. (1) The miRNA is hsa-miR-6729-5p with sequence UGGGCGAGGGCGGCUGAGCGGC. The protein sequence of the target gene is MRKGIQPALEQYLVTAGGGEGAAVVAAAAAASMDKRALLASPGFAAAAAPGTYIQILTTNPSTTSCATSLQSGALTAGPLLPSVPGTEPAASSLYTTPQGPSSRVGLLQQPPAPGRGGGGGPPAKRRLELGESGHQYLSDGLKTPKGKGRAALRSPDSPKTPKSPSEKTRYDTSLGLLTKKFIQLLSQSPDGVLDLNKAAEVLKVQKRRIYDITNVLEGIHLIKKKSKNNVQWMGCSLSEDGGMLAQCQGLSKEVTELSQEEKKLDELIQSCTLDLKLLTEDSENQRLAYVTYQDIRKIS.... Result: 0 (no interaction). (2) The miRNA is hsa-miR-550a-3p with sequence UGUCUUACUCCCUCAGGCACAU. The protein sequence of the target gene is MAATLLAARGAGPAPAWGPEAFTPDWESREVSTGTTIMAVQFDGGVVLGADSRTTTGSYIANRVTDKLTPIHDRIFCCRSGSAADTQAVADAVTYQLGFHSIELNEPPLVHTAASLFKEMCYRYREDLMAGIIIAGWDPQEGGQVYSVPMGGMMVRQSFAIGGSGSSYIYGYVDATYREGMTKEECLQFTANALALAMERDGSSGGVIRLAAIAESGVERQVLLGDQIPKFAVATLPPA. Result: 0 (no interaction). (3) The miRNA is hsa-miR-1914-3p with sequence GGAGGGGUCCCGCACUGGGAGG. The protein sequence of the target gene is MPHSYPALSAEQKKELSDIALRIVAPGKGILAADESVGSMAKRLSQIGVENTEENRRLYRQVLFSADDRVKKCIGGVIFFHETLYQKDDNGVPFVRTIQDKGIVVGIKVDKGVVPLAGTDGETTTQGLDGLSERCAQYKKDGADFAKWRCVLKISERTPSALAILENANVLARYASICQQNGIVPIVEPEILPDGDHDLKRCQYVTEKVLAAVYKALSDHHVYLEGTLLKPNMVTPGHACPIKYTPEEIAMATVTALRRTVPPAVPGVTFLSGGQSEEEASFNLNAINRCPLPRPWALTF.... Result: 1 (interaction). (4) The miRNA is mmu-miR-695 with sequence AGAUUGGGCAUAGGUGACUGAA. The protein sequence of the target gene is MTTTVATDYDNIEIQQQYSDVNNRWDVDDWDNENSSARLFERSRIKALADEREAVQKKTFTKWVNSHLARVSCRITDLYTDLRDGRMLIKLLEVLSGERLPKPTKGRMRIHCLENVDKALQFLKEQRVHLENMGSHDIVDGNHRLTLGLIWTIILRFQIQDISVETEDNKEKKSAKDALLLWCQMKTAGYPNVNIHNFTTSWRDGMAFNALIHKHRPDLIDFDKLKKSNAHYNLQNAFNLAEQHLGLTKLLDPEDISVDHPDEKSIITYVVTYYHYFSKMKALAVEGKRIGKVLDNAIET.... Result: 0 (no interaction). (5) The miRNA is mmu-miR-1839-3p with sequence AGACCUACUUAUCUACCAACAGC. The protein sequence of the target gene is MVIMSEFSAVPSGTGQGQQKPLRVGFYDVERTLGKGNFAVVKLARHRVTKTQVAIKIIDKTRLDSSNLEKIYREVQLMKLLNHPNIIKLYQVMETKDMLYIVTEFAKNGEMFDYLTSNGHLSENEARQKFWQILSAVEYCHNHHIVHRDLKTENLLLDSNMDIKLADFGFGNFYKPGEPLSTWCGSPPYAAPEVFEGKEYEGPQLDVWSLGVVLYVLVCGSLPFDGPNLPTLRQRVLEGRFRIPFFMSQDCETLIRRMLVVDPAKRITIAQIRQHRWMQADPTLLQQDDPAFDMQGYTSN.... Result: 0 (no interaction).